This data is from Catalyst prediction with 721,799 reactions and 888 catalyst types from USPTO. The task is: Predict which catalyst facilitates the given reaction. (1) Reactant: [CH3:1][O:2][C@@H:3]([C@@H:22]1[CH2:26][CH2:25][CH2:24][N:23]1[C:27]([O:29][C:30]([CH3:33])([CH3:32])[CH3:31])=[O:28])[C@@H:4]([CH3:21])[C:5](=O)[NH:6][C@H:7]([C:15]1[S:16][CH:17]=[CH:18][N:19]=1)[CH2:8][C:9]1[CH:14]=[CH:13][CH:12]=[CH:11][CH:10]=1.COC1C=CC(P2(=S)SP(C3C=CC(OC)=CC=3)(=S)[S:43]2)=CC=1. Product: [CH3:1][O:2][C@@H:3]([C@@H:22]1[CH2:26][CH2:25][CH2:24][N:23]1[C:27]([O:29][C:30]([CH3:33])([CH3:32])[CH3:31])=[O:28])[C@@H:4]([CH3:21])[C:5]([NH:6][C@H:7]([C:15]1[S:16][CH:17]=[CH:18][N:19]=1)[CH2:8][C:9]1[CH:14]=[CH:13][CH:12]=[CH:11][CH:10]=1)=[S:43]. The catalyst class is: 11. (2) Reactant: [Cl:1][CH2:2][CH2:3][N:4]([CH2:20][CH2:21][OH:22])[C:5]1[C:13]([N+:14]([O-:16])=[O:15])=[CH:12][C:11]([N+:17]([O-:19])=[O:18])=[CH:10][C:6]=1[C:7]([NH2:9])=[O:8].CCN(CC)CC.[CH3:30][S:31](Cl)(=[O:33])=[O:32].C([O-])(O)=O.[Na+]. Product: [CH3:30][S:31]([O:22][CH2:21][CH2:20][N:4]([CH2:3][CH2:2][Cl:1])[C:5]1[C:13]([N+:14]([O-:16])=[O:15])=[CH:12][C:11]([N+:17]([O-:19])=[O:18])=[CH:10][C:6]=1[C:7]([NH2:9])=[O:8])(=[O:33])=[O:32]. The catalyst class is: 1. (3) Reactant: [N:1]1([C:9]([O:11][CH2:12][CH:13]2[C:25]3[C:20](=[CH:21][CH:22]=[CH:23][CH:24]=3)[C:19]3[C:14]2=[CH:15][CH:16]=[CH:17][CH:18]=3)=[O:10])[CH2:8][CH2:7][CH2:6][C@@H:2]1[C:3]([OH:5])=O.S(Cl)(Cl)=O.[Br:30][C:31]1[CH:37]=[CH:36][C:34]([NH2:35])=[C:33]([F:38])[CH:32]=1.N1C=CC=CC=1. Product: [CH:24]1[C:25]2[CH:13]([CH2:12][O:11][C:9]([N:1]3[CH2:8][CH2:7][CH2:6][C@@H:2]3[C:3](=[O:5])[NH:35][C:34]3[CH:36]=[CH:37][C:31]([Br:30])=[CH:32][C:33]=3[F:38])=[O:10])[C:14]3[C:19](=[CH:18][CH:17]=[CH:16][CH:15]=3)[C:20]=2[CH:21]=[CH:22][CH:23]=1. The catalyst class is: 4. (4) Reactant: Cl.[C:2]1([C:8](=[N:15][CH2:16][C:17]2([C:30]3[CH:35]=[CH:34][CH:33]=[C:32]([C:36]4[CH:37]=[N:38][N:39]([CH3:41])[CH:40]=4)[CH:31]=3)[CH2:22][CH2:21][N:20](C(OC(C)(C)C)=O)[CH2:19][CH2:18]2)[C:9]2[CH:14]=[CH:13][CH:12]=[CH:11][CH:10]=2)[CH:7]=[CH:6][CH:5]=[CH:4][CH:3]=1. Product: [C:9]1([C:8]([C:2]2[CH:3]=[CH:4][CH:5]=[CH:6][CH:7]=2)=[N:15][CH2:16][C:17]2([C:30]3[CH:35]=[CH:34][CH:33]=[C:32]([C:36]4[CH:37]=[N:38][N:39]([CH3:41])[CH:40]=4)[CH:31]=3)[CH2:22][CH2:21][NH:20][CH2:19][CH2:18]2)[CH:14]=[CH:13][CH:12]=[CH:11][CH:10]=1. The catalyst class is: 169.